This data is from Forward reaction prediction with 1.9M reactions from USPTO patents (1976-2016). The task is: Predict the product of the given reaction. (1) Given the reactants [F:1][C:2]1[C:7]([F:8])=[CH:6][CH:5]=[CH:4][C:3]=1[C:9]1[N:17]=[C:12]2[CH:13]=[N:14][NH:15][CH:16]=[C:11]2[N:10]=1.Cl[CH2:19][C:20]1[CH:25]=[CH:24][C:23]([C:26]2[CH:31]=[CH:30][CH:29]=[CH:28][CH:27]=2)=[CH:22][CH:21]=1, predict the reaction product. The product is: [C:23]1([C:26]2[CH:27]=[CH:28][CH:29]=[CH:30][CH:31]=2)[CH:22]=[CH:21][C:20]([CH2:19][N:14]2[CH:13]=[C:12]3[N:17]=[C:9]([C:3]4[CH:4]=[CH:5][CH:6]=[C:7]([F:8])[C:2]=4[F:1])[N:10]=[C:11]3[CH:16]=[N:15]2)=[CH:25][CH:24]=1. (2) Given the reactants [Br:1]Br.[CH:3]1([C:9](=[O:17])[CH2:10][C:11]2[CH:16]=[CH:15][CH:14]=[CH:13][CH:12]=2)[CH2:8][CH2:7][CH2:6][CH2:5][CH2:4]1, predict the reaction product. The product is: [Br:1][CH:10]([C:11]1[CH:12]=[CH:13][CH:14]=[CH:15][CH:16]=1)[C:9]([CH:3]1[CH2:8][CH2:7][CH2:6][CH2:5][CH2:4]1)=[O:17]. (3) Given the reactants [Br:1][C:2]1[CH:9]=[CH:8][C:5]([CH:6]=O)=[C:4](F)[CH:3]=1.[C:11]1([OH:17])[CH:16]=[CH:15][CH:14]=[CH:13][CH:12]=1.C([O-])([O-])=[O:19].[K+].[K+].[N:24]1([C:30]([O:32]C(C)(C)C)=[O:31])[CH2:29][CH2:28][NH:27][CH2:26][CH2:25]1.[BH-](O[C:47]([CH3:49])=[O:48])(OC(C)=O)OC(C)=O.[Na+].[NH:51]1CCN[CH2:53][CH2:52]1.CN1CCOCC1.[Si](I)(C)(C)C, predict the reaction product. The product is: [Br:1][C:2]1[CH:9]=[CH:8][C:5]([CH2:6][N:27]2[CH2:26][CH2:25][N:24]([C:30]([O:32][N:51]3[C:52](=[O:19])[CH2:53][CH2:49][C:47]3=[O:48])=[O:31])[CH2:29][CH2:28]2)=[C:4]([O:17][C:11]2[CH:16]=[CH:15][CH:14]=[CH:13][CH:12]=2)[CH:3]=1. (4) Given the reactants [F:1][C:2]1[CH:3]=[C:4]([CH:7]=[C:8]([F:10])[CH:9]=1)[CH:5]=[O:6].[CH:11]1([Mg]Br)[CH2:13][CH2:12]1, predict the reaction product. The product is: [CH:11]1([CH:5]([C:4]2[CH:3]=[C:2]([F:1])[CH:9]=[C:8]([F:10])[CH:7]=2)[OH:6])[CH2:13][CH2:12]1. (5) Given the reactants [NH2:1][C:2]1[CH:10]=[CH:9][CH:8]=[C:7]2[C:3]=1[CH:4]=[CH:5][N:6]2[C:11]([C:18]1[CH:23]=[CH:22][C:21]([Cl:24])=[CH:20][CH:19]=1)([CH2:16][CH3:17])[C:12]([O:14][CH3:15])=[O:13].[CH3:25][C:26](=O)[CH2:27][CH2:28][C:29](=O)[CH3:30].CC1C=CC(S(O)(=O)=O)=CC=1, predict the reaction product. The product is: [Cl:24][C:21]1[CH:20]=[CH:19][C:18]([C:11]([N:6]2[C:7]3[C:3](=[C:2]([N:1]4[C:29]([CH3:30])=[CH:28][CH:27]=[C:26]4[CH3:25])[CH:10]=[CH:9][CH:8]=3)[CH:4]=[CH:5]2)([CH2:16][CH3:17])[C:12]([O:14][CH3:15])=[O:13])=[CH:23][CH:22]=1. (6) Given the reactants C(NCC1SC([B:10]([OH:12])[OH:11])=CC=1)C.[CH2:13]([CH:15]([CH2:47][CH3:48])[CH2:16][NH:17][CH2:18][C:19]1[S:23][C:22](C2C=C3C(=C(C(N)=O)C=2)NC=C3C2CCN(S(CC)(=O)=O)CC2)=[CH:21][CH:20]=1)[CH3:14].C(C1SC(B(O)O)=CC=1)=O.[BH3-]C#N.[Na+].C(C(CC)CN)C, predict the reaction product. The product is: [CH2:13]([CH:15]([CH2:47][CH3:48])[CH2:16][NH:17][CH2:18][C:19]1[S:23][C:22]([B:10]([OH:12])[OH:11])=[CH:21][CH:20]=1)[CH3:14]. (7) The product is: [N+:11]([C:8]1[CH:9]=[C:10]2[C:5]([CH2:4][CH2:3][CH2:2][NH:1]2)=[CH:6][CH:7]=1)([O-:13])=[O:12]. Given the reactants [NH:1]1[C:10]2[C:5](=[CH:6][CH:7]=[CH:8][CH:9]=2)[CH2:4][CH2:3][CH2:2]1.[N+:11]([O-])([OH:13])=[O:12].C([O-])([O-])=O.[K+].[K+].CCOC(C)=O, predict the reaction product. (8) The product is: [CH3:1][O:2][CH2:3][CH2:4][O:5][C:6]1[N:7]=[CH:8][C:9]([NH2:12])=[CH:10][CH:11]=1. Given the reactants [CH3:1][O:2][CH2:3][CH2:4][O:5][C:6]1[CH:11]=[CH:10][C:9]([N+:12]([O-])=O)=[CH:8][N:7]=1, predict the reaction product.